From a dataset of Full USPTO retrosynthesis dataset with 1.9M reactions from patents (1976-2016). Predict the reactants needed to synthesize the given product. (1) Given the product [CH2:12]([N:19]1[CH:20]=[C:5]([NH2:4])[C:6]2[C:11](=[CH:10][CH:9]=[CH:8][CH:7]=2)[CH2:2]1)[C:13]1[CH:18]=[CH:17][CH:16]=[CH:15][CH:14]=1, predict the reactants needed to synthesize it. The reactants are: Br[C:2]1[C:11]2[C:6](=[CH:7][CH:8]=[CH:9][CH:10]=2)[CH:5]=[N:4]C=1.[CH2:12]([NH2:19])[C:13]1[CH:18]=[CH:17][CH:16]=[CH:15][CH:14]=1.[C:20]([O-])([O-])=O.[Cs+].[Cs+]. (2) Given the product [CH3:1][C:2]1[CH:7]=[CH:6][CH:5]=[C:4]([CH3:8])[N+:3]=1[O-:14], predict the reactants needed to synthesize it. The reactants are: [CH3:1][C:2]1[CH:7]=[CH:6][CH:5]=[C:4]([CH3:8])[N:3]=1.ClC1C=C(C=CC=1)C(OO)=[O:14].